Dataset: Full USPTO retrosynthesis dataset with 1.9M reactions from patents (1976-2016). Task: Predict the reactants needed to synthesize the given product. (1) Given the product [NH2:7][CH:8]1[CH2:9][CH2:10][N:11]([CH2:14][CH2:15][N:16]2[C:25]3[C:20](=[CH:21][CH:22]=[C:23]([O:26][CH3:27])[CH:24]=3)[N:19]=[C:18]([CH3:28])[C:17]2=[O:29])[CH2:12][CH2:13]1, predict the reactants needed to synthesize it. The reactants are: C(OC(=O)[NH:7][CH:8]1[CH2:13][CH2:12][N:11]([CH2:14][CH2:15][N:16]2[C:25]3[C:20](=[CH:21][CH:22]=[C:23]([O:26][CH3:27])[CH:24]=3)[N:19]=[C:18]([CH3:28])[C:17]2=[O:29])[CH2:10][CH2:9]1)(C)(C)C.FC(F)(F)C(O)=O.NC1CCN(CCN2C3C(=CC=C(F)C=3)N=CC2=O)CC1. (2) Given the product [NH2:15][C:12]1[CH:13]=[CH:14][C:9]([O:8][C:5]2[CH:6]=[CH:7][C:2]([F:1])=[C:3]([NH:18][C:19](=[O:25])[O:20][C:21]([CH3:22])([CH3:23])[CH3:24])[CH:4]=2)=[N:10][CH:11]=1, predict the reactants needed to synthesize it. The reactants are: [F:1][C:2]1[CH:7]=[CH:6][C:5]([O:8][C:9]2[CH:14]=[CH:13][C:12]([N+:15]([O-])=O)=[CH:11][N:10]=2)=[CH:4][C:3]=1[NH:18][C:19](=[O:25])[O:20][C:21]([CH3:24])([CH3:23])[CH3:22].O1CCCC1.